This data is from Catalyst prediction with 721,799 reactions and 888 catalyst types from USPTO. The task is: Predict which catalyst facilitates the given reaction. (1) Reactant: C(N(CC)CC)C.[CH2:8]([OH:13])[CH2:9][CH2:10][C:11]#[CH:12].[Cl:14][C:15]1[CH:20]=[CH:19][C:18]([C:21](Cl)=[N:22][OH:23])=[CH:17][CH:16]=1.O. Product: [Cl:14][C:15]1[CH:20]=[CH:19][C:18]([C:21]2[CH:12]=[C:11]([CH2:10][CH2:9][CH2:8][OH:13])[O:23][N:22]=2)=[CH:17][CH:16]=1. The catalyst class is: 4. (2) Reactant: [F:1][C:2]1[CH:3]=[CH:4][C:5]([CH2:8][O:9][C:10]2[CH:15]=[CH:14][N:13]([CH2:16][CH2:17][C:18]3[CH:34]=[CH:33][C:21]4[CH2:22][CH2:23][N:24](C(=O)C(F)(F)F)[CH2:25][CH2:26][C:20]=4[CH:19]=3)[C:12](=[O:35])[CH:11]=2)=[N:6][CH:7]=1.[OH-].[Na+]. Product: [F:1][C:2]1[CH:3]=[CH:4][C:5]([CH2:8][O:9][C:10]2[CH:15]=[CH:14][N:13]([CH2:16][CH2:17][C:18]3[CH:34]=[CH:33][C:21]4[CH2:22][CH2:23][NH:24][CH2:25][CH2:26][C:20]=4[CH:19]=3)[C:12](=[O:35])[CH:11]=2)=[N:6][CH:7]=1. The catalyst class is: 5. (3) Reactant: [C:1]1([N:7]2[CH:11]=[C:10]([C:12]([NH:14][CH2:15][CH2:16][NH:17][C:18]([C:20]3[CH:21]=[CH:22][C:23]([C:26]([O:28]CC)=[O:27])=[N:24][CH:25]=3)=[O:19])=[O:13])[C:9]([C:31]([F:34])([F:33])[F:32])=[N:8]2)[CH:6]=[CH:5][CH:4]=[CH:3][CH:2]=1.O.[OH-].[Li+]. The catalyst class is: 88. Product: [C:1]1([N:7]2[CH:11]=[C:10]([C:12]([NH:14][CH2:15][CH2:16][NH:17][C:18]([C:20]3[CH:21]=[CH:22][C:23]([C:26]([OH:28])=[O:27])=[N:24][CH:25]=3)=[O:19])=[O:13])[C:9]([C:31]([F:32])([F:33])[F:34])=[N:8]2)[CH:6]=[CH:5][CH:4]=[CH:3][CH:2]=1. (4) Reactant: [H-].[Na+].[NH2:3][C:4]1[CH:9]=[C:8]([Br:10])[CH:7]=[CH:6][N:5]=1.[CH3:11][O:12][C:13]1[CH:18]=[CH:17][C:16]([CH2:19]Cl)=[CH:15][CH:14]=1. Product: [Br:10][C:8]1[CH:7]=[CH:6][N:5]=[C:4]([N:3]([CH2:19][C:16]2[CH:17]=[CH:18][C:13]([O:12][CH3:11])=[CH:14][CH:15]=2)[CH2:19][C:16]2[CH:17]=[CH:18][C:13]([O:12][CH3:11])=[CH:14][CH:15]=2)[CH:9]=1. The catalyst class is: 3. (5) Reactant: [Cl:1][C:2]1[C:3]([N:14]2[CH2:19][CH2:18][N:17]([C:20]([O:22][C:23]([CH3:26])([CH3:25])[CH3:24])=[O:21])[CH2:16][CH2:15]2)=[N:4][CH:5]=[C:6]([C:8](N(OC)C)=[O:9])[CH:7]=1.[CH2:27]([Mg]Cl)[CH2:28][CH3:29].Cl. Product: [C:8]([C:6]1[CH:7]=[C:2]([Cl:1])[C:3]([N:14]2[CH2:19][CH2:18][N:17]([C:20]([O:22][C:23]([CH3:26])([CH3:24])[CH3:25])=[O:21])[CH2:16][CH2:15]2)=[N:4][CH:5]=1)(=[O:9])[CH2:27][CH2:28][CH3:29]. The catalyst class is: 49. (6) Reactant: [Br:1][C:2]1[CH:7]=[CH:6][C:5]([C@@H:8]([NH2:10])[CH3:9])=[CH:4][CH:3]=1.[C:11](O[C:11]([O:13][C:14]([CH3:17])([CH3:16])[CH3:15])=[O:12])([O:13][C:14]([CH3:17])([CH3:16])[CH3:15])=[O:12]. The catalyst class is: 4. Product: [Br:1][C:2]1[CH:7]=[CH:6][C:5]([C@@H:8]([NH:10][C:11](=[O:12])[O:13][C:14]([CH3:17])([CH3:16])[CH3:15])[CH3:9])=[CH:4][CH:3]=1. (7) Reactant: [CH2:1]([O:3][C:4](=[O:15])[C:5](=[CH:11][O:12]CC)[C:6](OCC)=O)[CH3:2].[CH3:16][S:17][C:18](=[NH:20])[NH2:19].CC[O-].[Na+]. Product: [CH2:1]([O:3][C:4]([C:5]1[C:11]([OH:12])=[N:19][C:18]([S:17][CH3:16])=[N:20][CH:6]=1)=[O:15])[CH3:2]. The catalyst class is: 14.